Dataset: Full USPTO retrosynthesis dataset with 1.9M reactions from patents (1976-2016). Task: Predict the reactants needed to synthesize the given product. (1) Given the product [Br:1][C:2]1[C:3]([CH2:10][Br:13])=[N:4][C:5]([Cl:9])=[CH:6][C:7]=1[CH3:8], predict the reactants needed to synthesize it. The reactants are: [Br:1][C:2]1[C:3]([CH2:10]O)=[N:4][C:5]([Cl:9])=[CH:6][C:7]=1[CH3:8].C(Br)(Br)(Br)[Br:13].C1C=CC(P(C2C=CC=CC=2)C2C=CC=CC=2)=CC=1. (2) Given the product [CH3:1][O:2][C:3]([C:5]1[NH:6][C:7]2[C:12]([CH:13]=1)=[CH:11][C:10]([F:14])=[C:9]([OH:15])[CH:8]=2)=[O:4], predict the reactants needed to synthesize it. The reactants are: [CH3:1][O:2][C:3]([C:5]1[NH:6][C:7]2[C:12]([CH:13]=1)=[CH:11][C:10]([F:14])=[C:9]([O:15]CC1C=CC=CC=1)[CH:8]=2)=[O:4]. (3) Given the product [C:44]([O:48][C:49](=[O:61])[NH:50][CH:51]([CH2:52][C:53]1[CH:58]=[CH:57][CH:56]=[CH:55][CH:54]=1)[CH2:59][NH:60][C:10]1[C:5]2[S:4][CH:3]=[C:2]([Br:1])[C:6]=2[N:7]=[C:8]([C:12]2[CH:17]=[CH:16][N:15]=[CH:14][CH:13]=2)[N:9]=1)([CH3:47])([CH3:45])[CH3:46], predict the reactants needed to synthesize it. The reactants are: [Br:1][C:2]1[C:6]2[N:7]=[C:8]([C:12]3[CH:17]=[CH:16][N:15]=[CH:14][CH:13]=3)[N:9]=[C:10](O)[C:5]=2[S:4][CH:3]=1.C(N(CC)CC)C.C(C1C=C(C(C)C)C=C(C(C)C)C=1S(Cl)(=O)=O)(C)C.[C:44]([O:48][C:49](=[O:61])[NH:50][C@H:51]([CH2:59][NH2:60])[CH2:52][C:53]1[CH:58]=[CH:57][CH:56]=[CH:55][CH:54]=1)([CH3:47])([CH3:46])[CH3:45].